This data is from Reaction yield outcomes from USPTO patents with 853,638 reactions. The task is: Predict the reaction yield, written as a fraction of the theoretical maximum amount of product (1.0 means a 100% yield; for example, 0.34 means a 34% yield). (1) The reactants are Cl.Cl[CH2:3][C:4]1[C:9]([CH3:10])=[C:8]([O:11][CH3:12])[C:7]([CH3:13])=[CH:6][N:5]=1.[CH3:14][O:15][C:16](=[O:42])[CH2:17][O:18][C:19]1[CH:24]=[C:23]([CH3:25])[C:22]([S:26]([C:29]2[C:37]3[NH:36][C:35]([SH:38])=[N:34][C:33]=3[CH:32]=[CH:31][C:30]=2[O:39][CH3:40])(=[O:28])=[O:27])=[C:21]([CH3:41])[CH:20]=1.C(=O)([O-])[O-].[K+].[K+].Cl. The catalyst is CN(C)C=O. The product is [CH3:14][O:15][C:16](=[O:42])[CH2:17][O:18][C:19]1[CH:20]=[C:21]([CH3:41])[C:22]([S:26]([C:29]2[C:37]3[NH:36][C:35]([S:38][CH2:3][C:4]4[C:9]([CH3:10])=[C:8]([O:11][CH3:12])[C:7]([CH3:13])=[CH:6][N:5]=4)=[N:34][C:33]=3[CH:32]=[CH:31][C:30]=2[O:39][CH3:40])(=[O:28])=[O:27])=[C:23]([CH3:25])[CH:24]=1. The yield is 0.800. (2) The reactants are [C:1]([O:4][CH2:5][C:6]([C:8]1[CH:9]=[N:10][C:11]2[C:16]([C:17]=1Cl)=[N:15][C:14]([Cl:19])=[CH:13][CH:12]=2)=[O:7])(=[O:3])[CH3:2].[CH3:20][N:21]([CH2:23][C@H:24]1[CH2:29][CH2:28][C@H:27]([NH2:30])[CH2:26][CH2:25]1)[CH3:22]. No catalyst specified. The product is [C:1]([O:4][CH2:5][C:6]([C:8]1[CH:9]=[N:10][C:11]2[C:16]([C:17]=1[NH:30][C@H:27]1[CH2:28][CH2:29][C@H:24]([CH2:23][N:21]([CH3:22])[CH3:20])[CH2:25][CH2:26]1)=[N:15][C:14]([Cl:19])=[CH:13][CH:12]=2)=[O:7])(=[O:3])[CH3:2]. The yield is 0.650. (3) The reactants are [CH3:1][O:2][CH:3]([O:19][CH3:20])[CH2:4][NH:5][C:6]1[C:15]([N+:16]([O-])=O)=[CH:14][CH:13]=[CH:12][C:7]=1[C:8]([O:10][CH3:11])=[O:9]. The catalyst is C(O)C.[Pd]. The product is [NH2:16][C:15]1[C:6]([NH:5][CH2:4][CH:3]([O:19][CH3:20])[O:2][CH3:1])=[C:7]([CH:12]=[CH:13][CH:14]=1)[C:8]([O:10][CH3:11])=[O:9]. The yield is 1.00.